From a dataset of Catalyst prediction with 721,799 reactions and 888 catalyst types from USPTO. Predict which catalyst facilitates the given reaction. (1) Reactant: [Br:1][C:2]1[N:3]=[C:4]([CH:12]2[CH2:17][N:16]([C:18]([O:20][CH2:21][C:22]3[CH:27]=[CH:26][CH:25]=[CH:24][CH:23]=3)=[O:19])[CH:15]([C:28]([F:31])([F:30])[F:29])[CH2:14][CH2:13]2)[N:5]2[CH:10]=[CH:9][N:8]=[C:7](Cl)[C:6]=12.[CH3:32][O:33][C:34]1[CH:39]=[C:38]([O:40][CH3:41])[CH:37]=[CH:36][C:35]=1[CH2:42][NH2:43].C([O-])([O-])=O.[K+].[K+]. Product: [CH3:32][O:33][C:34]1[CH:39]=[C:38]([O:40][CH3:41])[CH:37]=[CH:36][C:35]=1[CH2:42][NH:43][C:7]1[C:6]2[N:5]([C:4]([CH:12]3[CH2:17][N:16]([C:18]([O:20][CH2:21][C:22]4[CH:23]=[CH:24][CH:25]=[CH:26][CH:27]=4)=[O:19])[CH:15]([C:28]([F:31])([F:29])[F:30])[CH2:14][CH2:13]3)=[N:3][C:2]=2[Br:1])[CH:10]=[CH:9][N:8]=1. The catalyst class is: 18. (2) Reactant: [CH3:1][C:2]1([CH3:28])[CH2:7][N:6]([S:8]([C:11]2[CH:16]=[CH:15][CH:14]=[CH:13][C:12]=2[N+:17]([O-:19])=[O:18])(=[O:10])=[O:9])[CH2:5][C:4]2[CH:20]=[C:21]([C:23]([O:25]CC)=[O:24])[S:22][C:3]1=2.[Li+].[OH-]. Product: [CH3:1][C:2]1([CH3:28])[CH2:7][N:6]([S:8]([C:11]2[CH:16]=[CH:15][CH:14]=[CH:13][C:12]=2[N+:17]([O-:19])=[O:18])(=[O:10])=[O:9])[CH2:5][C:4]2[CH:20]=[C:21]([C:23]([OH:25])=[O:24])[S:22][C:3]1=2. The catalyst class is: 1.